Predict the reactants needed to synthesize the given product. From a dataset of Full USPTO retrosynthesis dataset with 1.9M reactions from patents (1976-2016). Given the product [CH3:22][C:8]1[CH:9]=[C:10](/[C:13](/[S:20][CH3:21])=[N:14]/[CH2:15][Si:16]([CH3:19])([CH3:18])[CH3:17])[CH:11]=[CH:12][C:7]=1[C:6]([OH:23])=[O:5], predict the reactants needed to synthesize it. The reactants are: C([O:5][C:6](=[O:23])[C:7]1[CH:12]=[CH:11][C:10](/[C:13](/[S:20][CH3:21])=[N:14]\[CH2:15][Si:16]([CH3:19])([CH3:18])[CH3:17])=[CH:9][C:8]=1[CH3:22])(C)(C)C.FC(F)(F)C(O)=O.O.